This data is from Forward reaction prediction with 1.9M reactions from USPTO patents (1976-2016). The task is: Predict the product of the given reaction. (1) Given the reactants [CH2:1]([O:3][C:4](=[O:22])[NH:5][C:6]1[CH:11]=[CH:10][CH:9]=[C:8]([CH2:12][N:13]2[C:18](=[O:19])[CH:17]=[CH:16][C:15]([C:20]#[N:21])=[N:14]2)[CH:7]=1)[CH3:2].[Cl-].C([NH2+]CC)C.O.[S-2:30].[Na+].[Na+].O, predict the reaction product. The product is: [CH2:1]([O:3][C:4](=[O:22])[NH:5][C:6]1[CH:11]=[CH:10][CH:9]=[C:8]([CH2:12][N:13]2[C:18](=[O:19])[CH:17]=[CH:16][C:15]([C:20](=[S:30])[NH2:21])=[N:14]2)[CH:7]=1)[CH3:2]. (2) Given the reactants [F:1][C:2]1[N:7]=[C:6]([C:8]2[CH:13]=[CH:12][N:11]=[CH:10][CH:9]=2)[C:5]([OH:14])=[C:4]([CH:15]=O)[CH:3]=1.[F:17][C:18]1[CH:24]=[CH:23][C:21]([NH2:22])=[CH:20][C:19]=1[Cl:25].[Si]([C:30]#[N:31])(C)(C)C.[Si](OS(C(F)(F)F)(=O)=O)(C)(C)C, predict the reaction product. The product is: [Cl:25][C:19]1[CH:20]=[C:21]([NH:22][C:15]2[C:4]3[C:5](=[C:6]([C:8]4[CH:13]=[CH:12][N:11]=[CH:10][CH:9]=4)[N:7]=[C:2]([F:1])[CH:3]=3)[O:14][C:30]=2[NH2:31])[CH:23]=[CH:24][C:18]=1[F:17]. (3) Given the reactants [OH-].[Na+].C[O:4][C:5](=[O:28])[CH2:6][C:7]1[C:15]2[C:10](=[N:11][CH:12]=[CH:13][CH:14]=2)[N:9]([S:16]([C:19]2[CH:24]=[CH:23][C:22]([CH3:25])=[C:21]([Cl:26])[CH:20]=2)(=[O:18])=[O:17])[C:8]=1[CH3:27].Cl, predict the reaction product. The product is: [Cl:26][C:21]1[CH:20]=[C:19]([S:16]([N:9]2[C:10]3=[N:11][CH:12]=[CH:13][CH:14]=[C:15]3[C:7]([CH2:6][C:5]([OH:28])=[O:4])=[C:8]2[CH3:27])(=[O:17])=[O:18])[CH:24]=[CH:23][C:22]=1[CH3:25]. (4) Given the reactants [Br:1][C:2]1[CH:7]=[CH:6][C:5]([F:8])=[CH:4][C:3]=1[OH:9].I[CH:11]([CH3:13])[CH3:12].C([O-])([O-])=O.[K+].[K+], predict the reaction product. The product is: [Br:1][C:2]1[CH:7]=[CH:6][C:5]([F:8])=[CH:4][C:3]=1[O:9][CH:11]([CH3:13])[CH3:12]. (5) Given the reactants CC(OC(/N=N/C(OC(C)C)=O)=O)C.[C:15]([O:19][C:20](=[O:45])[NH:21][C@H:22]1[CH2:27][CH2:26][C@H:25]([CH:28]([CH2:31][C:32]2[C:41]3[C:36](=[CH:37][CH:38]=[C:39]([O:42][CH3:43])[CH:40]=3)[N:35]=[CH:34][C:33]=2O)[CH2:29][OH:30])[CH2:24][CH2:23]1)([CH3:18])([CH3:17])[CH3:16].C1(P(C2C=CC=CC=2)C2C=CC=CC=2)C=CC=CC=1, predict the reaction product. The product is: [C:15]([O:19][C:20](=[O:45])[NH:21][C@H:22]1[CH2:27][CH2:26][C@H:25]([CH:28]2[CH2:31][C:32]3[C:41]4[C:36](=[CH:37][CH:38]=[C:39]([O:42][CH3:43])[CH:40]=4)[N:35]=[CH:34][C:33]=3[O:30][CH2:29]2)[CH2:24][CH2:23]1)([CH3:17])([CH3:18])[CH3:16]. (6) Given the reactants [ClH:1].C([N:9]1[CH2:14][CH2:13][CH:12]([CH2:15][C:16]2[CH:21]=[CH:20][CH:19]=[CH:18][CH:17]=2)[C:11](=[O:22])[CH2:10]1)C1C=CC=CC=1, predict the reaction product. The product is: [ClH:1].[CH2:15]([CH:12]1[CH2:13][CH2:14][NH:9][CH2:10][C:11]1=[O:22])[C:16]1[CH:17]=[CH:18][CH:19]=[CH:20][CH:21]=1. (7) Given the reactants [CH3:1][N:2]1[C:10]2[C:5](=[CH:6][C:7]([NH:11][C:12]([NH:14][C:15]3[CH:16]=[C:17]([CH:28]=[CH:29][CH:30]=3)[O:18][C:19]3[CH:24]=[CH:23][N:22]=[C:21]([C:25](O)=[O:26])[CH:20]=3)=[O:13])=[CH:8][CH:9]=2)[CH:4]=[N:3]1.[NH2:31][N:32]1[CH2:37][CH2:36][O:35][CH2:34][CH2:33]1.C1C=CC2N(O)N=NC=2C=1.CCN=C=NCCCN(C)C.CN1CCOCC1, predict the reaction product. The product is: [CH3:1][N:2]1[C:10]2[C:5](=[CH:6][C:7]([NH:11][C:12]([NH:14][C:15]3[CH:16]=[C:17]([CH:28]=[CH:29][CH:30]=3)[O:18][C:19]3[CH:24]=[CH:23][N:22]=[C:21]([C:25]([NH:31][N:32]4[CH2:37][CH2:36][O:35][CH2:34][CH2:33]4)=[O:26])[CH:20]=3)=[O:13])=[CH:8][CH:9]=2)[CH:4]=[N:3]1.